This data is from Catalyst prediction with 721,799 reactions and 888 catalyst types from USPTO. The task is: Predict which catalyst facilitates the given reaction. (1) Reactant: C1C=C(Cl)C=C(C(OO)=[O:9])C=1.[Br:12][C:13]1[CH:22]=[C:21]2[C:16]([C:17]3[N:25]4[CH2:26][CH2:27][CH2:28][N:29]([C:30]([O:32][C:33]([CH3:36])([CH3:35])[CH3:34])=[O:31])[C:24]4=[N:23][C:18]=3[CH:19]=[N:20]2)=[CH:15][CH:14]=1. Product: [Br:12][C:13]1[CH:22]=[C:21]2[C:16]([C:17]3[N:25]4[CH2:26][CH2:27][CH2:28][N:29]([C:30]([O:32][C:33]([CH3:36])([CH3:35])[CH3:34])=[O:31])[C:24]4=[N:23][C:18]=3[CH:19]=[N+:20]2[O-:9])=[CH:15][CH:14]=1. The catalyst class is: 146. (2) The catalyst class is: 49. Reactant: [Si:1]([O:8][CH:9]([C:22]1[O:23][CH:24]=[CH:25][N:26]=1)[CH2:10][CH2:11][CH2:12][CH2:13][CH2:14][CH2:15][C:16]1[CH:21]=[CH:20][CH:19]=[CH:18][CH:17]=1)([C:4]([CH3:7])([CH3:6])[CH3:5])([CH3:3])[CH3:2].[Li]C(C)(C)C.[Cl:32]N1C(=O)CCC1=O. Product: [Si:1]([O:8][CH:9]([C:22]1[O:23][C:24]([Cl:32])=[CH:25][N:26]=1)[CH2:10][CH2:11][CH2:12][CH2:13][CH2:14][CH2:15][C:16]1[CH:21]=[CH:20][CH:19]=[CH:18][CH:17]=1)([C:4]([CH3:7])([CH3:5])[CH3:6])([CH3:2])[CH3:3]. (3) Reactant: C([Si]([C:8]1[S:9][C:10]([Ge:19]([CH2:34][CH2:35][C:36]2[CH:41]=[CH:40][C:39]([O:42][CH2:43][CH2:44][O:45][CH2:46][CH3:47])=[CH:38][CH:37]=2)([C:27]2[CH:32]=[CH:31][C:30]([CH3:33])=[CH:29][CH:28]=2)[C:20]2[CH:25]=[CH:24][C:23]([CH3:26])=[CH:22][CH:21]=2)=[C:11]([CH2:13][CH2:14][CH2:15][CH2:16][CH2:17][CH3:18])[CH:12]=1)(C)C)(C)(C)C.[F-]. Product: [CH2:46]([O:45][CH2:44][CH2:43][O:42][C:39]1[CH:38]=[CH:37][C:36]([CH2:35][CH2:34][Ge:19]([C:10]2[S:9][CH:8]=[CH:12][C:11]=2[CH2:13][CH2:14][CH2:15][CH2:16][CH2:17][CH3:18])([C:20]2[CH:21]=[CH:22][C:23]([CH3:26])=[CH:24][CH:25]=2)[C:27]2[CH:32]=[CH:31][C:30]([CH3:33])=[CH:29][CH:28]=2)=[CH:41][CH:40]=1)[CH3:47]. The catalyst class is: 3. (4) Reactant: [Cl:1][C:2]1[CH:3]=[C:4]([NH:8][C:9]2[N:14]=[C:13]([C:15]([F:18])([F:17])[F:16])[C:12]([C:19](O)=[O:20])=[CH:11][N:10]=2)[CH:5]=[CH:6][CH:7]=1.CN1CCOCC1.ClC(OCC(C)C)=O. Product: [Cl:1][C:2]1[CH:3]=[C:4]([NH:8][C:9]2[N:14]=[C:13]([C:15]([F:17])([F:18])[F:16])[C:12]([CH2:19][OH:20])=[CH:11][N:10]=2)[CH:5]=[CH:6][CH:7]=1. The catalyst class is: 57. (5) Product: [CH:1]1([CH2:4][C:5]([NH:14][C:15]([C:17]2[CH:22]=[C:21]([O:23][CH2:24][C:25]([F:26])([F:27])[F:28])[C:20]([CH:29]3[CH2:31][CH2:30]3)=[CH:19][N:18]=2)=[O:16])([CH3:13])[C:6]([OH:8])=[O:7])[CH2:3][CH2:2]1. Reactant: [CH:1]1([CH2:4][C:5]([NH:14][C:15]([C:17]2[CH:22]=[C:21]([O:23][CH2:24][C:25]([F:28])([F:27])[F:26])[C:20]([CH:29]3[CH2:31][CH2:30]3)=[CH:19][N:18]=2)=[O:16])([CH3:13])[C:6]([O:8]C(C)(C)C)=[O:7])[CH2:3][CH2:2]1.C(O)(C(F)(F)F)=O. The catalyst class is: 4. (6) Reactant: [O:1]=[C:2]1[CH:10]([CH2:11][C:12]([O:14][CH3:15])=[O:13])[C:9]2[C:4](=[CH:5][CH:6]=[CH:7][CH:8]=2)[N:3]1[CH:16]1[CH2:21][CH2:20][NH:19][CH2:18][CH2:17]1.[OH:22]C(C(F)(F)F)=O.O=C1C(CC(OC)=O)C2C(=CC=CC=2)N1C1CCNCC1.C(N(CC)CC)C.[I-].[Na+].Cl[CH2:60][C:61]1[C:70]2[C:65](=[CH:66][CH:67]=[CH:68][C:69]=2[CH3:71])[CH:64]=[CH:63][CH:62]=1. Product: [OH:22][C:10]1([CH2:11][C:12]([O:14][CH3:15])=[O:13])[C:9]2[C:4](=[CH:5][CH:6]=[CH:7][CH:8]=2)[N:3]([CH:16]2[CH2:21][CH2:20][N:19]([CH2:60][C:61]3[C:70]4[C:65](=[CH:66][CH:67]=[CH:68][C:69]=4[CH3:71])[CH:64]=[CH:63][CH:62]=3)[CH2:18][CH2:17]2)[C:2]1=[O:1]. The catalyst class is: 9. (7) Reactant: [CH:1]1([O:4][C:5]2[N:10]=[CH:9][N:8]=[C:7]([NH:11][C:12]3[CH:20]=[CH:19][C:15]([C:16]([OH:18])=[O:17])=[CH:14][CH:13]=3)[CH:6]=2)[CH2:3][CH2:2]1.S(Cl)(Cl)=O.[CH3:25]O.O. Product: [CH3:25][O:17][C:16](=[O:18])[C:15]1[CH:14]=[CH:13][C:12]([NH:11][C:7]2[CH:6]=[C:5]([O:4][CH:1]3[CH2:3][CH2:2]3)[N:10]=[CH:9][N:8]=2)=[CH:20][CH:19]=1. The catalyst class is: 12.